Task: Predict the product of the given reaction.. Dataset: Forward reaction prediction with 1.9M reactions from USPTO patents (1976-2016) (1) Given the reactants [Cl:1][C:2]([F:27])([F:26])[O:3][C:4]1[CH:9]=[CH:8][C:7]([NH:10][C:11](=[O:25])[C:12]2[CH:17]=[CH:16][C:15](F)=[C:14]([C:19]3[NH:23][N:22]=[CH:21][C:20]=3[F:24])[CH:13]=2)=[CH:6][CH:5]=1.[C:28]([O-:31])([O-])=O.[Na+].[Na+], predict the reaction product. The product is: [Cl:1][C:2]([F:27])([F:26])[O:3][C:4]1[CH:9]=[CH:8][C:7]([NH:10][C:11](=[O:25])[C:12]2[CH:17]=[CH:16][C:15]([N:10]3[CH2:7][CH2:6][C@@H:28]([OH:31])[CH2:11]3)=[C:14]([C:19]3[NH:23][N:22]=[CH:21][C:20]=3[F:24])[CH:13]=2)=[CH:6][CH:5]=1. (2) Given the reactants C[O:2][CH2:3][CH2:4]OC.Cl.[F:8][C:9]1[CH:14]=[CH:13][C:12]([C@@H:15]([NH:17][C:18]2[N:23]=[C:22]([NH:24][C:25]3[CH:30]=[N:29][CH:28]=[CH:27][N:26]=3)[CH:21]=[C:20]([C:31]3C=C[N:34]=[C:33](F)[CH:32]=3)[N:19]=2)[CH3:16])=[CH:11][CH:10]=1.C(=O)(O)[O-].[Na+], predict the reaction product. The product is: [F:8][C:9]1[CH:10]=[CH:11][C:12]([C@@H:15]([NH:17][C:18]2[N:19]=[C:20]([C:31]3[CH:32]=[CH:33][N:34]=[C:3]([OH:2])[CH:4]=3)[CH:21]=[C:22]([NH:24][C:25]3[CH:30]=[N:29][CH:28]=[CH:27][N:26]=3)[N:23]=2)[CH3:16])=[CH:13][CH:14]=1. (3) Given the reactants [CH3:1][N:2]1[CH:7]=[C:6]([C:8](OCC)=[O:9])[C:5](=[O:13])[C:4]2[N:14]=[C:15]([CH2:17][N:18]3[CH2:23][CH2:22][O:21][CH2:20][CH2:19]3)[S:16][C:3]1=2.[Cl:24][C:25]1[CH:32]=[CH:31][C:28]([CH2:29][NH2:30])=[CH:27][CH:26]=1, predict the reaction product. The product is: [Cl:24][C:25]1[CH:32]=[CH:31][C:28]([CH2:29][NH:30][C:8]([C:6]2[C:5](=[O:13])[C:4]3[N:14]=[C:15]([CH2:17][N:18]4[CH2:19][CH2:20][O:21][CH2:22][CH2:23]4)[S:16][C:3]=3[N:2]([CH3:1])[CH:7]=2)=[O:9])=[CH:27][CH:26]=1. (4) Given the reactants [NH2:1][C:2]1[CH:28]=[CH:27][C:5]([O:6][C:7]2[CH:16]=[C:15]3[C:10]([CH:11]=[C:12]([C:21]([O:23]CC)=[O:22])[CH:13]([C:17]([F:20])([F:19])[F:18])[O:14]3)=[CH:9][C:8]=2[Cl:26])=[C:4]([F:29])[CH:3]=1.[OH-].[Na+].Cl, predict the reaction product. The product is: [NH2:1][C:2]1[CH:28]=[CH:27][C:5]([O:6][C:7]2[CH:16]=[C:15]3[C:10]([CH:11]=[C:12]([C:21]([OH:23])=[O:22])[CH:13]([C:17]([F:20])([F:18])[F:19])[O:14]3)=[CH:9][C:8]=2[Cl:26])=[C:4]([F:29])[CH:3]=1. (5) Given the reactants CC1(C)C2C(=C[C:8]([C:12](=[O:14])C)=CC=2)C(=O)CC1.[CH3:17][C:18]1([CH3:32])[C:27]2[C:22](=[CH:23][CH:24]=[C:25]([C:28](=[O:30])[CH3:29])[CH:26]=2)[C:21](=[O:31])[CH2:20][CH2:19]1.C(O)CO.O.C1(C)C=CC(S(O)(=O)=O)=CC=1, predict the reaction product. The product is: [CH3:29][C:28]1([C:25]2[CH:26]=[C:27]3[C:22](=[CH:23][CH:24]=2)[C:21](=[O:31])[CH2:20][CH2:19][C:18]3([CH3:32])[CH3:17])[O:14][CH2:12][CH2:8][O:30]1. (6) Given the reactants C(N(C(C)C)CC)(C)C.[F:10][C:11]1[CH:12]=[CH:13][C:14]2[N:19]=[C:18]([C:20]3[C:29]4[C:24](=[CH:25][CH:26]=[CH:27][CH:28]=4)[CH:23]=[CH:22][CH:21]=3)[O:17][C:16](=[O:30])[C:15]=2[CH:31]=1.[CH:32]1([CH2:38][NH2:39])[CH2:37][CH2:36][CH2:35][CH2:34][CH2:33]1, predict the reaction product. The product is: [CH:32]1([CH2:38][NH:39][C:16]([C:15]2[CH:31]=[C:11]([F:10])[CH:12]=[CH:13][C:14]=2[NH:19][C:18]([C:20]2[C:29]3[C:24](=[CH:25][CH:26]=[CH:27][CH:28]=3)[CH:23]=[CH:22][CH:21]=2)=[O:17])=[O:30])[CH2:37][CH2:36][CH2:35][CH2:34][CH2:33]1. (7) Given the reactants [CH3:1][O:2][C:3]1[CH:4]=[C:5]([CH:9]=[CH:10][CH:11]=1)[C:6](Cl)=[O:7].[NH2:12][C:13]1[CH:18]=[CH:17][C:16]([C:19](=[O:26])[CH2:20][CH2:21][C:22]([O:24]C)=[O:23])=[CH:15][CH:14]=1, predict the reaction product. The product is: [CH3:1][O:2][C:3]1[CH:4]=[C:5]([CH:9]=[CH:10][CH:11]=1)[C:6]([NH:12][C:13]1[CH:14]=[CH:15][C:16]([C:19](=[O:26])[CH2:20][CH2:21][C:22]([OH:24])=[O:23])=[CH:17][CH:18]=1)=[O:7].